From a dataset of Reaction yield outcomes from USPTO patents with 853,638 reactions. Predict the reaction yield, written as a fraction of the theoretical maximum amount of product (1.0 means a 100% yield; for example, 0.34 means a 34% yield). (1) The reactants are [Br:1][C:2]1[CH:3]=[C:4]2[C:8](=[CH:9][CH:10]=1)[NH:7][N:6]=[C:5]2[C:11]1[CH:16]=[CH:15][C:14]([F:17])=[CH:13][CH:12]=1.[O:18]1[CH:23]=[CH:22][CH2:21][CH2:20][CH2:19]1.O.C1(C)C=CC(S(O)(=O)=O)=CC=1. The catalyst is O1CCCC1. The product is [Br:1][C:2]1[CH:3]=[C:4]2[C:8](=[CH:9][CH:10]=1)[N:7]([CH:19]1[CH2:20][CH2:21][CH2:22][CH2:23][O:18]1)[N:6]=[C:5]2[C:11]1[CH:16]=[CH:15][C:14]([F:17])=[CH:13][CH:12]=1. The yield is 0.820. (2) The reactants are [H-].[H-].[H-].[H-].[Li+].[Al+3].[CH2:7]([C:9]([C:27]1[CH:32]=[CH:31][C:30]([OH:33])=[C:29]([CH3:34])[CH:28]=1)([C:12]1[CH:17]=[CH:16][C:15]([C:18]#[C:19][C:20]([CH2:24][CH3:25])([OH:23])[CH2:21][CH3:22])=[C:14]([CH3:26])[CH:13]=1)[CH2:10][CH3:11])[CH3:8].O. The catalyst is O1CCCC1. The product is [CH2:7]([C:9]([C:27]1[CH:32]=[CH:31][C:30]([OH:33])=[C:29]([CH3:34])[CH:28]=1)([C:12]1[CH:17]=[CH:16][C:15]([CH:18]=[CH:19][C:20]([CH2:21][CH3:22])([OH:23])[CH2:24][CH3:25])=[C:14]([CH3:26])[CH:13]=1)[CH2:10][CH3:11])[CH3:8]. The yield is 0.620. (3) The reactants are [F:1][C:2]1[CH:7]=[C:6]([I:8])[CH:5]=[CH:4][C:3]=1[CH3:9].[Li+].CC([N-]C(C)C)C.[C:18](=[O:20])=[O:19]. The catalyst is C1COCC1. The product is [F:1][C:2]1[C:3]([CH3:9])=[CH:4][CH:5]=[C:6]([I:8])[C:7]=1[C:18]([OH:20])=[O:19]. The yield is 0.660. (4) The reactants are Br[C:2]1[CH:10]=[C:9]2[C:5]([C:6]3[C:14]([C:15]4[CH:20]=[CH:19][CH:18]=[C:17]([N:21]5[C:30](=[O:31])[C:29]6[C:24](=[CH:25][CH:26]=[CH:27][CH:28]=6)[N:23]=[CH:22]5)[C:16]=4[CH3:32])=[CH:13][N:12]=[C:11]([C:33]([NH2:35])=[O:34])[C:7]=3[NH:8]2)=[CH:4][CH:3]=1.C([Sn](CCCC)(CCCC)[C:41]([O:43]CC)=[CH2:42])CCC.C(N(CC)CC)C.C(OCC)(=O)C.CCCCCC. The catalyst is O1CCOCC1.Cl[Pd](Cl)([P](C1C=CC=CC=1)(C1C=CC=CC=1)C1C=CC=CC=1)[P](C1C=CC=CC=1)(C1C=CC=CC=1)C1C=CC=CC=1. The product is [C:41]([C:2]1[CH:10]=[C:9]2[C:5]([C:6]3[C:14]([C:15]4[CH:20]=[CH:19][CH:18]=[C:17]([N:21]5[C:30](=[O:31])[C:29]6[C:24](=[CH:25][CH:26]=[CH:27][CH:28]=6)[N:23]=[CH:22]5)[C:16]=4[CH3:32])=[CH:13][N:12]=[C:11]([C:33]([NH2:35])=[O:34])[C:7]=3[NH:8]2)=[CH:4][CH:3]=1)(=[O:43])[CH3:42]. The yield is 0.489.